Dataset: Retrosynthesis with 50K atom-mapped reactions and 10 reaction types from USPTO. Task: Predict the reactants needed to synthesize the given product. (1) Given the product CCOC(=O)C1=C(CN2CCOCC2CC(=O)O)NC(c2ncns2)=NC1c1ccc(F)cc1Br, predict the reactants needed to synthesize it. The reactants are: CCOC(=O)C1=C(CBr)NC(c2ncns2)=NC1c1ccc(F)cc1Br.O=C(O)CC1COCCN1. (2) Given the product CCc1cc2c(N3CCN(C(=O)Cc4ccccc4)CC3)nc(Cl)nc2s1, predict the reactants needed to synthesize it. The reactants are: CCc1cc2c(Cl)nc(Cl)nc2s1.O=C(Cc1ccccc1)N1CCNCC1. (3) Given the product COc1cc(N2CCC(N3CC[C@@H](F)C3)CC2)ccc1N, predict the reactants needed to synthesize it. The reactants are: COc1cc(N2CCC(N3CC[C@@H](F)C3)CC2)ccc1[N+](=O)[O-]. (4) Given the product O=Cc1ccc2[nH]ccc2c1, predict the reactants needed to synthesize it. The reactants are: OCc1ccc2[nH]ccc2c1. (5) The reactants are: CCN.COC(=O)c1cccnc1Cl. Given the product CCNc1ncccc1C(=O)OC, predict the reactants needed to synthesize it. (6) Given the product O=C(NS(=O)(=O)c1ccc2c(c1)nc(-c1ccc(OCc3ccccc3)cc1)n2C1CCCCC1)c1ccccc1, predict the reactants needed to synthesize it. The reactants are: NS(=O)(=O)c1ccc2c(c1)nc(-c1ccc(OCc3ccccc3)cc1)n2C1CCCCC1.O=C(Cl)c1ccccc1.